Task: Predict which catalyst facilitates the given reaction.. Dataset: Catalyst prediction with 721,799 reactions and 888 catalyst types from USPTO Reactant: [CH3:1][N:2]([CH3:21])[CH:3]1[CH2:8][CH2:7][C:6]([C:9]2[C:17]3[C:12](=[CH:13][CH:14]=[C:15]([N+:18]([O-])=O)[CH:16]=3)[NH:11][CH:10]=2)=[CH:5][CH2:4]1.I.CS[C:25]([C:27]1[S:28][CH:29]=[CH:30][CH:31]=1)=[NH:26]. Product: [CH3:1][N:2]([CH3:21])[CH:3]1[CH2:8][CH2:7][CH:6]([C:9]2[C:17]3[C:12](=[CH:13][CH:14]=[C:15]([NH:18][C:25]([C:27]4[S:28][CH:29]=[CH:30][CH:31]=4)=[NH:26])[CH:16]=3)[NH:11][CH:10]=2)[CH2:5][CH2:4]1. The catalyst class is: 29.